Dataset: Forward reaction prediction with 1.9M reactions from USPTO patents (1976-2016). Task: Predict the product of the given reaction. (1) Given the reactants [Cl:1][C:2]1[CH:3]=[CH:4][C:5]([S:10]([CH2:13][CH3:14])(=[O:12])=[O:11])=[C:6]([CH2:8][NH2:9])[CH:7]=1.Cl.ClC1C=CC(S(CC)(=O)=O)=C(CN)C=1.[NH2:30][C:31]1[C:39]([CH2:40][N:41]2[CH2:46][CH2:45][N:44]([C:47]([O:49][C:50]([CH3:53])([CH3:52])[CH3:51])=[O:48])[CH2:43][CH2:42]2)=[CH:38][C:37]([O:54][C:55]([F:58])([F:57])[F:56])=[CH:36][C:32]=1[C:33](O)=[O:34].BrC1C(C)=CC(C(NNC2C=C(Cl)C=CC=2SCC)=O)=C([N+]([O-])=O)C=1, predict the reaction product. The product is: [NH2:30][C:31]1[C:32]([C:33](=[O:34])[NH:9][CH2:8][C:6]2[CH:7]=[C:2]([Cl:1])[CH:3]=[CH:4][C:5]=2[S:10]([CH2:13][CH3:14])(=[O:12])=[O:11])=[CH:36][C:37]([O:54][C:55]([F:57])([F:58])[F:56])=[CH:38][C:39]=1[CH2:40][N:41]1[CH2:42][CH2:43][N:44]([C:47]([O:49][C:50]([CH3:53])([CH3:52])[CH3:51])=[O:48])[CH2:45][CH2:46]1. (2) Given the reactants C(O)(=O)C.[C:5]([CH2:13][C:14]([O:16][CH2:17][CH3:18])=[O:15])(=O)[C:6]1[CH:11]=[CH:10][CH:9]=[CH:8][CH:7]=1.[CH3:19][NH2:20], predict the reaction product. The product is: [CH3:19][NH:20][C:5]([C:6]1[CH:11]=[CH:10][CH:9]=[CH:8][CH:7]=1)=[CH:13][C:14]([O:16][CH2:17][CH3:18])=[O:15]. (3) Given the reactants CC(C[Al]CC(C)C)C.[C:10]([O:14][C:15]([NH:17][CH:18]1[CH2:23][CH2:22][CH2:21][N:20]([C:24]([O:26][CH2:27][C:28]2[CH:33]=[CH:32][CH:31]=[CH:30][CH:29]=2)=[O:25])[CH:19]1[CH2:34][C:35](OCC)=[O:36])=[O:16])([CH3:13])([CH3:12])[CH3:11].O, predict the reaction product. The product is: [C:10]([O:14][C:15]([NH:17][CH:18]1[CH2:23][CH2:22][CH2:21][N:20]([C:24]([O:26][CH2:27][C:28]2[CH:33]=[CH:32][CH:31]=[CH:30][CH:29]=2)=[O:25])[CH:19]1[CH2:34][CH2:35][OH:36])=[O:16])([CH3:13])([CH3:12])[CH3:11]. (4) Given the reactants [OH-].[Na+].[CH3:3][CH2:4][CH2:5][CH2:6][CH:7]=[O:8], predict the reaction product. The product is: [CH2:5]([C:6](=[CH:3][CH2:4][CH2:5][CH2:6][CH3:7])[CH:7]=[O:8])[CH2:4][CH3:3]. (5) Given the reactants [C:1]12([NH2:11])[CH2:10][CH:5]3[CH2:6][CH:7]([CH2:9][CH:3]([CH2:4]3)[CH2:2]1)[CH2:8]2.[CH3:12][O:13][C:14]1[CH:21]=[CH:20][C:17]([CH:18]=O)=[CH:16][CH:15]=1, predict the reaction product. The product is: [C:1]12([NH:11][CH2:18][C:17]3[CH:20]=[CH:21][C:14]([O:13][CH3:12])=[CH:15][CH:16]=3)[CH2:8][CH:7]3[CH2:6][CH:5]([CH2:4][CH:3]([CH2:9]3)[CH2:2]1)[CH2:10]2.